Dataset: Peptide-MHC class II binding affinity with 134,281 pairs from IEDB. Task: Regression. Given a peptide amino acid sequence and an MHC pseudo amino acid sequence, predict their binding affinity value. This is MHC class II binding data. (1) The peptide sequence is IRALVGDEVELPCRI. The MHC is DRB5_0101 with pseudo-sequence DRB5_0101. The binding affinity (normalized) is 0.339. (2) The peptide sequence is AFMLAWNYGVPRVMS. The MHC is DRB1_0701 with pseudo-sequence DRB1_0701. The binding affinity (normalized) is 0.768. (3) The peptide sequence is LARALVRAVAESHGV. The MHC is DRB1_0301 with pseudo-sequence DRB1_0301. The binding affinity (normalized) is 0.377. (4) The peptide sequence is SLKNTISKDNNML. The MHC is DRB5_0101 with pseudo-sequence DRB5_0101. The binding affinity (normalized) is 0.0851. (5) The peptide sequence is NPRQAYANYRDIDLG. The MHC is HLA-DQA10501-DQB10301 with pseudo-sequence HLA-DQA10501-DQB10301. The binding affinity (normalized) is 0.502. (6) The peptide sequence is FFHMNIYECKGVTVK. The MHC is HLA-DQA10401-DQB10402 with pseudo-sequence HLA-DQA10401-DQB10402. The binding affinity (normalized) is 0.269.